The task is: Predict which catalyst facilitates the given reaction.. This data is from Catalyst prediction with 721,799 reactions and 888 catalyst types from USPTO. (1) Reactant: [CH3:1][O:2][C:3](=[O:26])[CH2:4][CH:5]1[CH2:10][CH2:9][CH:8]([C:11]2[CH:16]=[CH:15][C:14](B3OC(C)(C)C(C)(C)O3)=[CH:13][CH:12]=2)[CH2:7][CH2:6]1.Br[C:28]1[CH:29]=[N:30][C:31]([Cl:34])=[N:32][CH:33]=1.C([O-])([O-])=O.[Na+].[Na+].COCCOC. Product: [CH3:1][O:2][C:3](=[O:26])[CH2:4][CH:5]1[CH2:6][CH2:7][CH:8]([C:11]2[CH:12]=[CH:13][C:14]([C:28]3[CH:29]=[N:30][C:31]([Cl:34])=[N:32][CH:33]=3)=[CH:15][CH:16]=2)[CH2:9][CH2:10]1. The catalyst class is: 25. (2) Reactant: Cl.[C:2]([C:6]1[CH:7]=[C:8]([CH:31]=[CH:32][CH:33]=1)[CH2:9][NH:10][C@@H:11]1[C@@H:16]([OH:17])[C@H:15]([CH2:18][C:19]2[CH:24]=[CH:23][C:22]([N+:25]([O-:27])=[O:26])=[C:21]([F:28])[CH:20]=2)[CH2:14][S:13](=[O:30])(=[O:29])[CH2:12]1)([CH3:5])([CH3:4])[CH3:3].CCN(C(C)C)C(C)C.[C:43](C1NC=CN=1)(C1NC=CN=1)=[O:44].Cl. Product: [C:2]([C:6]1[CH:7]=[C:8]([CH:31]=[CH:32][CH:33]=1)[CH2:9][N:10]1[C@@H:11]2[C@H:16]([C@H:15]([CH2:18][C:19]3[CH:24]=[CH:23][C:22]([N+:25]([O-:27])=[O:26])=[C:21]([F:28])[CH:20]=3)[CH2:14][S:13](=[O:29])(=[O:30])[CH2:12]2)[O:17][C:43]1=[O:44])([CH3:5])([CH3:3])[CH3:4]. The catalyst class is: 616. (3) Reactant: [OH:1][C:2]1[CH:7]=[CH:6][C:5]([CH2:8][C:9]([OH:11])=[O:10])=[CH:4][C:3]=1[O:12][C:13]1[CH:18]=[CH:17][C:16]([C:19]([F:22])([F:21])[F:20])=[CH:15][C:14]=1[CH2:23][N:24]1[C@@H:28]([CH3:29])[C@@H:27]([C:30]2[CH:35]=[CH:34][CH:33]=[CH:32][CH:31]=2)[O:26][C:25]1=[O:36].C(=O)([O-])[O-].[Cs+].[Cs+].[CH2:43](Br)[C:44]1[CH:49]=[CH:48][CH:47]=[CH:46][CH:45]=1. Product: [CH2:43]([O:10][C:9](=[O:11])[CH2:8][C:5]1[CH:6]=[CH:7][C:2]([O:1][CH2:8][C:5]2[CH:6]=[CH:7][CH:2]=[CH:3][CH:4]=2)=[C:3]([O:12][C:13]2[CH:18]=[CH:17][C:16]([C:19]([F:20])([F:21])[F:22])=[CH:15][C:14]=2[CH2:23][N:24]2[C@@H:28]([CH3:29])[C@@H:27]([C:30]3[CH:35]=[CH:34][CH:33]=[CH:32][CH:31]=3)[O:26][C:25]2=[O:36])[CH:4]=1)[C:44]1[CH:49]=[CH:48][CH:47]=[CH:46][CH:45]=1. The catalyst class is: 3. (4) Reactant: [OH:1][C@H:2]([CH2:25][O:26][C:27]1[CH:32]=[CH:31][CH:30]=[CH:29][CH:28]=1)[CH2:3][NH:4][C@@H:5]([CH2:8][C:9]1[CH:14]=[CH:13][C:12]([O:15][C:16]2[C:21]([N+:22]([O-:24])=[O:23])=[CH:20][CH:19]=[CH:18][N:17]=2)=[CH:11][CH:10]=1)[CH2:6][OH:7].[C:33](O[C:33]([O:35][C:36]([CH3:39])([CH3:38])[CH3:37])=[O:34])([O:35][C:36]([CH3:39])([CH3:38])[CH3:37])=[O:34].O. Product: [C:36]([O:35][C:33](=[O:34])[N:4]([C@H:5]([CH2:6][OH:7])[CH2:8][C:9]1[CH:10]=[CH:11][C:12]([O:15][C:16]2[C:21]([N+:22]([O-:24])=[O:23])=[CH:20][CH:19]=[CH:18][N:17]=2)=[CH:13][CH:14]=1)[CH2:3][C@H:2]([OH:1])[CH2:25][O:26][C:27]1[CH:32]=[CH:31][CH:30]=[CH:29][CH:28]=1)([CH3:39])([CH3:38])[CH3:37]. The catalyst class is: 42.